Task: Predict the reactants needed to synthesize the given product.. Dataset: Full USPTO retrosynthesis dataset with 1.9M reactions from patents (1976-2016) (1) Given the product [Si:1]([O:8][CH2:9][C@@H:10]1[CH:15]=[C:14]([C:16](=[O:20])[N:17]([CH3:18])[CH3:19])[C:13](=[O:21])[CH2:12][N:11]1[C:22]([O:24][C:25]([CH3:28])([CH3:27])[CH3:26])=[O:23])([C:4]([CH3:7])([CH3:6])[CH3:5])([CH3:3])[CH3:2], predict the reactants needed to synthesize it. The reactants are: [Si:1]([O:8][CH2:9][C@@H:10]1[CH:15]=[C:14]([C:16](=[O:20])[N:17]([CH3:19])[CH3:18])[C@@H:13]([OH:21])[CH2:12][N:11]1[C:22]([O:24][C:25]([CH3:28])([CH3:27])[CH3:26])=[O:23])([C:4]([CH3:7])([CH3:6])[CH3:5])([CH3:3])[CH3:2].CC(OI1(OC(C)=O)(OC(C)=O)OC(=O)C2C=CC=CC1=2)=O. (2) Given the product [CH3:19][O:20][C:21]1[CH:22]=[CH:23][C:24]2[N:29]=[CH:28][C:27](=[O:30])[N:26]([CH2:31][CH2:32][CH2:33][CH2:34][NH:1][CH:2]3[CH2:3][C:4](=[O:18])[N:5]([C:7]4[CH:8]=[CH:9][C:10]5[O:15][CH2:14][C:13](=[O:16])[NH:12][C:11]=5[CH:17]=4)[CH2:6]3)[C:25]=2[N:36]=1, predict the reactants needed to synthesize it. The reactants are: [NH2:1][CH:2]1[CH2:6][N:5]([C:7]2[CH:8]=[CH:9][C:10]3[O:15][CH2:14][C:13](=[O:16])[NH:12][C:11]=3[CH:17]=2)[C:4](=[O:18])[CH2:3]1.[CH3:19][O:20][C:21]1[CH:22]=[CH:23][C:24]2[N:29]=[CH:28][C:27](=[O:30])[N:26]([CH2:31][CH2:32][CH2:33][CH:34]=O)[C:25]=2[N:36]=1.S([O-])([O-])(=O)=O.[Na+].[Na+].C(O[BH-](OC(=O)C)OC(=O)C)(=O)C.[Na+].C(=O)([O-])O.[Na+]. (3) Given the product [F:12][C:2]([F:1])([F:11])[O:3][C:4]1[CH:5]=[C:6]([S:10][C:20]2[CH:27]=[CH:26][C:23]([C:24]#[N:25])=[CH:22][CH:21]=2)[CH:7]=[CH:8][CH:9]=1, predict the reactants needed to synthesize it. The reactants are: [F:1][C:2]([F:12])([F:11])[O:3][C:4]1[CH:5]=[C:6]([SH:10])[CH:7]=[CH:8][CH:9]=1.C([O-])([O-])=O.[K+].[K+].F[C:20]1[CH:27]=[CH:26][C:23]([C:24]#[N:25])=[CH:22][CH:21]=1. (4) The reactants are: C(O)(C)C.[CH2:5]=[CH:6][C:7]1[CH:12]=[CH:11][CH:10]=[CH:9][CH:8]=1.[CH:13]([S:21]([O-:24])(=[O:23])=[O:22])=[CH:14][C:15]1[CH:20]=[CH:19][CH:18]=[CH:17][CH:16]=1.[Na+:25].Cl.Cl.N(C(C)(C)C(N)=N)=NC(C)(C)C(N)=N. Given the product [CH2:5]=[CH:6][C:7]1[CH:12]=[CH:11][CH:10]=[CH:9][CH:8]=1.[CH:13]([S:21]([O-:24])(=[O:22])=[O:23])=[CH:14][C:15]1[CH:20]=[CH:19][CH:18]=[CH:17][CH:16]=1.[Na+:25], predict the reactants needed to synthesize it. (5) The reactants are: [Br:1][C:2]1[N:3]=[CH:4][NH:5][CH:6]=1.[Cl:7][C:8]1[C:9](S(C)(=O)=O)=[N:10][CH:11]=[CH:12][CH:13]=1.C(=O)([O-])[O-].[Cs+].[Cs+].CN(C)C=O. Given the product [Br:1][C:2]1[N:3]=[CH:4][N:5]([C:9]2[C:8]([Cl:7])=[CH:13][CH:12]=[CH:11][N:10]=2)[CH:6]=1, predict the reactants needed to synthesize it.